From a dataset of Experimentally validated miRNA-target interactions with 360,000+ pairs, plus equal number of negative samples. Binary Classification. Given a miRNA mature sequence and a target amino acid sequence, predict their likelihood of interaction. (1) The miRNA is hsa-miR-124-3p with sequence UAAGGCACGCGGUGAAUGCCAA. The protein sequence of the target gene is MLYSPGPSLPESAESLDGSQEDKPRGSCAEPTFTDTGMVAHINNSRLKAKGVGQHDNAQNFGNQSFEELRAACLRKGELFEDPLFPAEPSSLGFKDLGPNSKNVQNISWQRPKDIINNPLFIMDGISPTDICQGILGDCWLLAAIGSLTTCPKLLYRVVPRGQSFKKNYAGIFHFQIWQFGQWVNVVVDDRLPTKNDKLVFVHSTERSEFWSALLEKAYAKLSGSYEALSGGSTMEGLEDFTGGVAQSFQLQRPPQNLLRLLRKAVERSSLMGCSIEVTSDSELESMTDKMLVRGHAYSV.... Result: 1 (interaction). (2) The miRNA is hsa-miR-6748-5p with sequence UGUGGGUGGGAAGGACUGGAUU. The protein sequence of the target gene is MSYPMHWGEWILNFRVPPAGVFGVAFLARVALVFYGVFQDRTLLVRYTDIDYHVFTDAARFVTEGRSPYLRATYRYTPLLSWLLTPNVYLSELFGKFLFISCDLLTAFLLYRLLLLKGLGRRQACGYCVFWLLNPLPMAVSSRGNADSIVASLVLSTLYFIEKRLIACAAVFYGFAVHMKMYPVTYILPIALHLRPERDDDERLRQARFSFQARLYDFLRRLCSWAVLLFVAVAGLTFVALSFGFYYKYGWEFLEHTYFYHLTRRDIRHNFSPYFYMLYLTAESKWSFTLGIAAFLPQFI.... Result: 0 (no interaction). (3) The miRNA is mmu-miR-669n with sequence AUUUGUGUGUGGAUGUGUGU. The protein sequence of the target gene is MHLRIHPRRSPPRRPAWTLGIWSLFWGCIVSSVWSSSNVASSSSSSPGSHSQQEHHFHGSKHHSVPISIYRSPVSLRGGHAGATYIFGKSGGLILYTWPANDRPSTRSDRLAVGFSTTVKDGILVRIDSAPGLGDFLQLHIEQGKIGVVFNIGTVDISIKEERTPVNDGKYHVVRFTRNGGNATLQVDNWPVNEHYPTGNTDNERLQMVKQKIPFKYNRPVEEWLQEKGRQLTIFNTQAQIAIGGKDKGRLFQGQLSGLYYDGLKVLNMAAENNPNIKINGSVRLVGEVPSVSGTTQTTS.... Result: 1 (interaction). (4) The miRNA is hsa-miR-4444 with sequence CUCGAGUUGGAAGAGGCG. The protein sequence of the target gene is MLEGAELYFNVDHGYLEGLVRGCKASLLTQQDYINLVQCETLEDLKIHLQTTDYGNFLANHTNPLTVSKIDTEMRKRLCGEFEYFRNHSLEPLSTFLTYMTCSYMIDNVILLMNGALQKKSVKEILGKCHPLGRFTEMEAVNIAETPSDLFNAILIETPLAPFFQDCMSENALDELNIELLRNKLYKSYLEAFYKFCKNHGDVTAEVMCPILEFEADRRAFIITLNSFGTELSKEDRETLYPTFGKLYPEGLRLLAQAEDFDQMKNVADHYGVYKPLFEAVGGSGGKTLEDVFYEREVQM.... Result: 0 (no interaction). (5) The miRNA is hsa-miR-5584-3p with sequence UAGUUCUUCCCUUUGCCCAAUU. The protein sequence of the target gene is MAALAAGVSKQRAVAEGLGSNQNAVKYLGQDFETLRKQCLNSGVLFKDPEFPACPSALGYKDLGPGSPDTQGIVWKRPTELCPNPQFIVGGATRTDIRQGGLGDCWLLAAIASLTLNEKLLYRVLPRDQSFQKDYAGIFHFQFWQYGEWVEVVIDDRLPTKNGQLLFLHSEEGNEFWSALLEKAYAKLNGSYEALVGGSTIEGFEDFTGGISEFYDLKKPPENLYYIIQKALRKGSLLGCSIDVSTAAEAEATTRQKLVKGHAYSVTGVEEVNFHGRPEKLIRLRNPWGEVEWSGAWSDN.... Result: 0 (no interaction). (6) The miRNA is hsa-miR-1245b-3p with sequence UCAGAUGAUCUAAAGGCCUAUA. The protein sequence of the target gene is MQLGEQLLVSSVNLPGAHFYSLESARGGGGGGGGGGGGGGGSVSLLPGAAPSPQRLDLDKASKKFPGSLPCQAGSAEPAGAGAGAPAAMLSDADAGDTFGSTSAVAKPGPPDGRKGSPCAEEELPSAATAAATARYSMDSLSSERYYLPSPGPQGSELAAPCSLFQYPAAAGAAHGPVYPASNGARYPYGSMLPPGGFPAAVCPPARAQFGPAAGSGSGAGSSGGGAGGPGAYPYGQGSPLYGPYAGTSAAGSCGGLGGLGVPGSGFRAHVYLCNRPLWLKFHRHQTEMIITKQGRRMFP.... Result: 0 (no interaction).